Dataset: NCI-60 drug combinations with 297,098 pairs across 59 cell lines. Task: Regression. Given two drug SMILES strings and cell line genomic features, predict the synergy score measuring deviation from expected non-interaction effect. (1) Drug 1: C1C(C(OC1N2C=NC3=C(N=C(N=C32)Cl)N)CO)O. Drug 2: CS(=O)(=O)CCNCC1=CC=C(O1)C2=CC3=C(C=C2)N=CN=C3NC4=CC(=C(C=C4)OCC5=CC(=CC=C5)F)Cl. Cell line: SW-620. Synergy scores: CSS=15.7, Synergy_ZIP=-5.73, Synergy_Bliss=-2.75, Synergy_Loewe=-25.7, Synergy_HSA=-4.06. (2) Drug 1: CC(C1=C(C=CC(=C1Cl)F)Cl)OC2=C(N=CC(=C2)C3=CN(N=C3)C4CCNCC4)N. Drug 2: CCC(=C(C1=CC=CC=C1)C2=CC=C(C=C2)OCCN(C)C)C3=CC=CC=C3.C(C(=O)O)C(CC(=O)O)(C(=O)O)O. Cell line: SK-MEL-28. Synergy scores: CSS=3.29, Synergy_ZIP=2.55, Synergy_Bliss=5.77, Synergy_Loewe=-0.0494, Synergy_HSA=0.592. (3) Drug 1: C1=CC(=CC=C1CCCC(=O)O)N(CCCl)CCCl. Drug 2: C(CCl)NC(=O)N(CCCl)N=O. Cell line: HS 578T. Synergy scores: CSS=14.4, Synergy_ZIP=-4.54, Synergy_Bliss=-3.29, Synergy_Loewe=-2.23, Synergy_HSA=-1.75. (4) Drug 1: CC1=C(C=C(C=C1)NC(=O)C2=CC=C(C=C2)CN3CCN(CC3)C)NC4=NC=CC(=N4)C5=CN=CC=C5. Synergy scores: CSS=29.0, Synergy_ZIP=4.30, Synergy_Bliss=3.57, Synergy_Loewe=-24.4, Synergy_HSA=-0.387. Cell line: SW-620. Drug 2: CC1C(C(CC(O1)OC2CC(CC3=C2C(=C4C(=C3O)C(=O)C5=C(C4=O)C(=CC=C5)OC)O)(C(=O)CO)O)N)O.Cl. (5) Drug 1: C1=CC(=C2C(=C1NCCNCCO)C(=O)C3=C(C=CC(=C3C2=O)O)O)NCCNCCO. Drug 2: C#CCC(CC1=CN=C2C(=N1)C(=NC(=N2)N)N)C3=CC=C(C=C3)C(=O)NC(CCC(=O)O)C(=O)O. Cell line: SNB-75. Synergy scores: CSS=54.1, Synergy_ZIP=-2.76, Synergy_Bliss=-1.26, Synergy_Loewe=-0.693, Synergy_HSA=-1.04.